From a dataset of Peptide-MHC class I binding affinity with 185,985 pairs from IEDB/IMGT. Regression. Given a peptide amino acid sequence and an MHC pseudo amino acid sequence, predict their binding affinity value. This is MHC class I binding data. (1) The peptide sequence is EYVVLLFLLLA. The MHC is Patr-A0901 with pseudo-sequence Patr-A0901. The binding affinity (normalized) is 0.257. (2) The peptide sequence is LSPETLVGV. The MHC is Mamu-A01 with pseudo-sequence Mamu-A01. The binding affinity (normalized) is 0.988. (3) The peptide sequence is SENDRLRLL. The MHC is HLA-A30:02 with pseudo-sequence HLA-A30:02. The binding affinity (normalized) is 0.609. (4) The peptide sequence is STSAFIDTIK. The MHC is HLA-A11:01 with pseudo-sequence HLA-A11:01. The binding affinity (normalized) is 0.746.